This data is from Reaction yield outcomes from USPTO patents with 853,638 reactions. The task is: Predict the reaction yield, written as a fraction of the theoretical maximum amount of product (1.0 means a 100% yield; for example, 0.34 means a 34% yield). (1) The yield is 0.880. The catalyst is CN(C=O)C. The reactants are [Br:1][C:2]1[C:10]2[C:5](=[N:6][CH:7]=[N:8][C:9]=2[Cl:11])[NH:4][N:3]=1.[H-].[Na+].[C:14]1([S:20](Cl)(=[O:22])=[O:21])[CH:19]=[CH:18][CH:17]=[CH:16][CH:15]=1. The product is [C:14]1([S:20]([N:4]2[C:5]3=[N:6][CH:7]=[N:8][C:9]([Cl:11])=[C:10]3[C:2]([Br:1])=[N:3]2)(=[O:22])=[O:21])[CH:19]=[CH:18][CH:17]=[CH:16][CH:15]=1. (2) The reactants are O[C:2]1[C:31]([O:32]C)=[CH:30][C:5]2[N:6]([C:9]3[S:13][C:12]([C:14]([O:16][CH3:17])=[O:15])=[C:11]([O:18][CH2:19][C:20]4[CH:25]=[CH:24][CH:23]=[CH:22][C:21]=4[C:26]([F:29])([F:28])[F:27])[CH:10]=3)[CH:7]=[N:8][C:4]=2[CH:3]=1.CC([Si](C1C=CC=CC=1)(C1C=CC=CC=1)OC1C=CC2N=CN(C3SC(C(OC)=O)=C(OCC4C=CC=CC=4C(F)(F)F)C=3)C=2C=1)(C)C.[F-].C([N+](CCCC)(CCCC)CCCC)CCC. No catalyst specified. The product is [OH:32][C:31]1[CH:2]=[CH:3][C:4]2[N:8]=[CH:7][N:6]([C:9]3[S:13][C:12]([C:14]([O:16][CH3:17])=[O:15])=[C:11]([O:18][CH2:19][C:20]4[CH:25]=[CH:24][CH:23]=[CH:22][C:21]=4[C:26]([F:27])([F:29])[F:28])[CH:10]=3)[C:5]=2[CH:30]=1. The yield is 0.810. (3) The reactants are [OH:1][CH2:2][CH:3]1[CH2:8][CH2:7][N:6]([C:9]([O:11][C:12]([CH3:15])([CH3:14])[CH3:13])=[O:10])[CH2:5][CH2:4]1.C1C=C[NH+]=CC=1.[O-][Cr](Cl)(=O)=O. The catalyst is C(Cl)Cl. The product is [CH:2]([CH:3]1[CH2:8][CH2:7][N:6]([C:9]([O:11][C:12]([CH3:15])([CH3:14])[CH3:13])=[O:10])[CH2:5][CH2:4]1)=[O:1]. The yield is 0.420.